Dataset: Reaction yield outcomes from USPTO patents with 853,638 reactions. Task: Predict the reaction yield, written as a fraction of the theoretical maximum amount of product (1.0 means a 100% yield; for example, 0.34 means a 34% yield). (1) The product is [CH2:1]([O:3][C:4](=[O:10])[C:5]([C:6](=[O:8])[CH3:7])([CH3:21])[CH2:9][CH:15]=[C:16]([CH3:18])[CH3:17])[CH3:2]. The yield is 0.780. No catalyst specified. The reactants are [CH2:1]([O:3][C:4](=[O:10])[CH:5]([CH3:9])[C:6](=[O:8])[CH3:7])[CH3:2].[H-].[Na+].BrC[CH:15]=[C:16]([CH3:18])[CH3:17].[Cl-].[NH4+].[CH3:21]N(C)C=O. (2) The reactants are [O:1]=[C:2]1[CH2:7][N:6]([C:8]([O:10][C:11]([CH3:14])([CH3:13])[CH3:12])=[O:9])[C@H:5]2[CH2:15][NH:16][CH2:17][C@@H:4]2[NH:3]1.[C:18](O[BH-](OC(=O)C)OC(=O)C)(=O)C.[Na+]. The catalyst is O1CCOCC1.CO. The product is [CH3:18][N:16]1[CH2:17][C@H:4]2[C@@H:5]([N:6]([C:8]([O:10][C:11]([CH3:13])([CH3:14])[CH3:12])=[O:9])[CH2:7][C:2](=[O:1])[NH:3]2)[CH2:15]1. The yield is 0.270. (3) The reactants are [NH2:1][C:2]1[S:3][C:4](Br)=[C:5]([C:7]([CH3:10])([CH3:9])[CH3:8])[N:6]=1.[NH:12]1[CH2:17][CH2:16][CH2:15][CH2:14][CH2:13]1.C(=O)([O-])[O-].[K+].[K+].C(#N)C. The catalyst is O. The product is [NH2:1][C:2]1[S:3][C:4]([N:12]2[CH2:17][CH2:16][CH2:15][CH2:14][CH2:13]2)=[C:5]([C:7]([CH3:10])([CH3:9])[CH3:8])[N:6]=1. The yield is 0.793. (4) The reactants are [OH:1][CH2:2][C@H:3]1[O:7][C@H:6]2[CH2:8][CH:9]([CH2:11]I)[O:10][C@H:5]2[C@@H:4]1[OH:13].[N-:14]=[N+:15]=[N-:16].C([N+](CCCC)(CCCC)CCCC)CCC. The catalyst is C1(C)C=CC=CC=1. The product is [N:14]([CH2:11][CH:9]1[O:10][C@@H:5]2[C@@H:6]([O:7][C@H:3]([CH2:2][OH:1])[C@H:4]2[OH:13])[CH2:8]1)=[N+:15]=[N-:16]. The yield is 0.650. (5) The reactants are Br[C:2]1[CH:3]=[CH:4][C:5]2[N:6]([C:15]3[C:20]4[S:21][C:22]5[CH:27]=[CH:26][CH:25]=[CH:24][C:23]=5[C:19]=4[CH:18]=[CH:17][CH:16]=3)[C:7]3[C:12]([C:13]=2[CH:14]=1)=[CH:11][CH:10]=[CH:9][CH:8]=3.[CH3:28][C:29]1([CH3:45])[C:33]([CH3:35])([CH3:34])[O:32][B:31]([B:31]2[O:32][C:33]([CH3:35])([CH3:34])[C:29]([CH3:45])([CH3:28])[O:30]2)[O:30]1.C([O-])(=O)C.[K+]. The catalyst is C1C=CC(/C=C/C(/C=C/C2C=CC=CC=2)=O)=CC=1.C1C=CC(/C=C/C(/C=C/C2C=CC=CC=2)=O)=CC=1.C1C=CC(/C=C/C(/C=C/C2C=CC=CC=2)=O)=CC=1.[Pd].[Pd].C1(P(C2CCCCC2)C2C=CC=CC=2C2C(OC)=CC=CC=2OC)CCCCC1.O1CCOCC1. The product is [CH:18]1[C:19]2[C:23]3[CH:24]=[CH:25][CH:26]=[CH:27][C:22]=3[S:21][C:20]=2[C:15]([N:6]2[C:5]3[CH:4]=[CH:3][C:2]([B:31]4[O:32][C:33]([CH3:35])([CH3:34])[C:29]([CH3:45])([CH3:28])[O:30]4)=[CH:14][C:13]=3[C:12]3[C:7]2=[CH:8][CH:9]=[CH:10][CH:11]=3)=[CH:16][CH:17]=1. The yield is 0.721. (6) The reactants are O[CH:2]=[C:3]1[C:11]2[C:6](=[CH:7][C:8]([C:12]([C:14]3[CH:15]=[C:16]([NH:20][C:21]([C:23]4[CH:27]=[C:26]([CH2:28][CH3:29])[N:25]([CH3:30])[N:24]=4)=[O:22])[CH:17]=[CH:18][CH:19]=3)=[O:13])=[CH:9][CH:10]=2)[NH:5][C:4]1=[O:31].[CH3:32][N:33]1[CH2:38][CH2:37][N:36]([C:39]2[CH:44]=[CH:43][C:42]([NH2:45])=[CH:41][CH:40]=2)[CH2:35][CH2:34]1. The catalyst is C1COCC1. The product is [CH3:32][N:33]1[CH2:34][CH2:35][N:36]([C:39]2[CH:44]=[CH:43][C:42]([NH:45][CH:2]=[C:3]3[C:11]4[C:6](=[CH:7][C:8]([C:12]([C:14]5[CH:15]=[C:16]([NH:20][C:21]([C:23]6[CH:27]=[C:26]([CH2:28][CH3:29])[N:25]([CH3:30])[N:24]=6)=[O:22])[CH:17]=[CH:18][CH:19]=5)=[O:13])=[CH:9][CH:10]=4)[NH:5][C:4]3=[O:31])=[CH:41][CH:40]=2)[CH2:37][CH2:38]1. The yield is 0.120. (7) The reactants are Br[C:2]1[CH:7]=[CH:6][CH:5]=[CH:4][N:3]=1.[NH2:8][C:9]1[CH:10]=[C:11](B(O)O)[CH:12]=[CH:13][CH:14]=1.C([O-])([O-])=O.[K+].[K+].O. The catalyst is COCCOC.C1C=CC([P]([Pd]([P](C2C=CC=CC=2)(C2C=CC=CC=2)C2C=CC=CC=2)([P](C2C=CC=CC=2)(C2C=CC=CC=2)C2C=CC=CC=2)[P](C2C=CC=CC=2)(C2C=CC=CC=2)C2C=CC=CC=2)(C2C=CC=CC=2)C2C=CC=CC=2)=CC=1.CCOC(C)=O. The product is [NH2:8][C:9]1[CH:14]=[C:13]([C:2]2[CH:7]=[CH:6][CH:5]=[CH:4][N:3]=2)[CH:12]=[CH:11][CH:10]=1. The yield is 0.420.